This data is from Catalyst prediction with 721,799 reactions and 888 catalyst types from USPTO. The task is: Predict which catalyst facilitates the given reaction. (1) Reactant: [CH2:1]([O:8][C:9]1[CH:14]=[C:13]([O:15][CH2:16][C:17]2[CH:22]=[CH:21][CH:20]=[CH:19][CH:18]=2)[C:12]([CH:23]([CH3:25])[CH3:24])=[CH:11][C:10]=1[C:26]([N:28]1[CH2:36][C:35]2[C:30](=[CH:31][CH:32]=[C:33]([N+:37]([O-])=O)[CH:34]=2)[CH2:29]1)=[O:27])[C:2]1[CH:7]=[CH:6][CH:5]=[CH:4][CH:3]=1.C(OOC(=O)C1C=CC=CC=1)(=O)C1C=CC=CC=1. Product: [NH2:37][C:33]1[CH:34]=[C:35]2[C:30](=[CH:31][CH:32]=1)[CH2:29][N:28]([C:26]([C:10]1[CH:11]=[C:12]([CH:23]([CH3:25])[CH3:24])[C:13]([O:15][CH2:16][C:17]3[CH:18]=[CH:19][CH:20]=[CH:21][CH:22]=3)=[CH:14][C:9]=1[O:8][CH2:1][C:2]1[CH:7]=[CH:6][CH:5]=[CH:4][CH:3]=1)=[O:27])[CH2:36]2. The catalyst class is: 8. (2) Reactant: [CH3:1][O:2][C:3](=[O:24])[C:4]1[C:9]([F:10])=[C:8](B2OC(C)(C)C(C)(C)O2)[CH:7]=[C:6]([N+:20]([O-:22])=[O:21])[C:5]=1[NH2:23].[CH3:25][N:26]1[CH:31]=[CH:30][C:29](OS(C(F)(F)F)(=O)=O)=[CH:28][C:27]1=[O:40].[Cl-].[Li+].C(=O)([O-])[O-].[Na+].[Na+]. Product: [CH3:1][O:2][C:3](=[O:24])[C:4]1[C:9]([F:10])=[C:8]([C:29]2[CH:30]=[CH:31][N:26]([CH3:25])[C:27](=[O:40])[CH:28]=2)[CH:7]=[C:6]([N+:20]([O-:22])=[O:21])[C:5]=1[NH2:23]. The catalyst class is: 57. (3) Reactant: [C:1]1([C:7]2([C:17]3[CH:22]=[CH:21][CH:20]=[CH:19][CH:18]=3)[CH:11]3[CH2:12][NH:13][CH2:14][CH2:15][N:10]3[C:9](=[O:16])[O:8]2)[CH:6]=[CH:5][CH:4]=[CH:3][CH:2]=1.C(N(C(C)C)CC)(C)C.Cl[C:33]1[O:34][C:35]2[CH:41]=[CH:40][CH:39]=[CH:38][C:36]=2[N:37]=1. Product: [O:34]1[C:35]2[CH:41]=[CH:40][CH:39]=[CH:38][C:36]=2[N:37]=[C:33]1[N:13]1[CH2:14][CH2:15][N:10]2[C:9](=[O:16])[O:8][C:7]([C:1]3[CH:6]=[CH:5][CH:4]=[CH:3][CH:2]=3)([C:17]3[CH:18]=[CH:19][CH:20]=[CH:21][CH:22]=3)[CH:11]2[CH2:12]1. The catalyst class is: 7. (4) Reactant: [F:1][C:2]1[CH:7]=[CH:6][CH:5]=[CH:4][C:3]=1[CH2:8][C:9]([OH:11])=[O:10].[C:12](OC)(=[O:16])[CH:13]([CH3:15])O.C1(N=C=NC2CCCCC2)CCCCC1. Product: [F:1][C:2]1[CH:7]=[CH:6][CH:5]=[CH:4][C:3]=1[C:8]1[C:9](=[O:11])[O:10][CH:13]([CH3:15])[C:12]=1[OH:16]. The catalyst class is: 527. (5) Reactant: [O:1]1[CH2:6][CH2:5][CH:4]([NH:7][C:8]2[N:9]=[CH:10][C:11]3[CH:16]=[C:15]([CH:17]([C:19]4[CH:24]=[CH:23][CH:22]=[CH:21][C:20]=4[F:25])O)[S:14][C:12]=3[N:13]=2)[CH2:3][CH2:2]1.C([SiH](CC)CC)C.FC(F)(F)C(O)=O. Product: [O:1]1[CH2:2][CH2:3][CH:4]([NH:7][C:8]2[N:9]=[CH:10][C:11]3[CH:16]=[C:15]([CH2:17][C:19]4[CH:24]=[CH:23][CH:22]=[CH:21][C:20]=4[F:25])[S:14][C:12]=3[N:13]=2)[CH2:5][CH2:6]1. The catalyst class is: 4. (6) Reactant: C[O:2][C:3]([C:5]1[C:6]2[CH:7]=[C:8]([CH3:14])[NH:9][C:10]=2[CH:11]=[CH:12][CH:13]=1)=[O:4].Cl. Product: [CH3:14][C:8]1[NH:9][C:10]2[CH:11]=[CH:12][CH:13]=[C:5]([C:3]([OH:4])=[O:2])[C:6]=2[CH:7]=1. The catalyst class is: 74. (7) Reactant: [F:1][CH:2]([F:38])[O:3][C:4]1[CH:9]=[CH:8][CH:7]=[CH:6][C:5]=1[CH2:10][C:11]1[N:15]2[CH:16]=[C:17]([C:20]3[CH:21]=[N:22][C:23]([N:26]4[CH2:31][CH2:30][C:29]([CH3:36])([C:32]([O:34][CH3:35])=[O:33])[CH2:28][CH2:27]4)=[N:24][CH:25]=3)[CH:18]=[CH:19][C:14]2=[N:13][C:12]=1[CH3:37].CI.[CH3:41][Si](C)(C)N[Si](C)(C)C.[Li]. Product: [F:38][CH:2]([F:1])[O:3][C:4]1[CH:9]=[CH:8][CH:7]=[CH:6][C:5]=1[CH:10]([C:11]1[N:15]2[CH:16]=[C:17]([C:20]3[CH:25]=[N:24][C:23]([N:26]4[CH2:27][CH2:28][C:29]([CH3:36])([C:32]([O:34][CH3:35])=[O:33])[CH2:30][CH2:31]4)=[N:22][CH:21]=3)[CH:18]=[CH:19][C:14]2=[N:13][C:12]=1[CH3:37])[CH3:41]. The catalyst class is: 1.